Task: Predict the product of the given reaction.. Dataset: Forward reaction prediction with 1.9M reactions from USPTO patents (1976-2016) Given the reactants C([O:4][C:5]1[C:13]2[O:12][C:11]([CH3:15])([CH3:14])[CH2:10][C:9]=2[CH:8]=[C:7]([Cl:16])[CH:6]=1)(=O)C.[OH-].[Na+], predict the reaction product. The product is: [Cl:16][C:7]1[CH:6]=[C:5]([OH:4])[C:13]2[O:12][C:11]([CH3:15])([CH3:14])[CH2:10][C:9]=2[CH:8]=1.